Dataset: Forward reaction prediction with 1.9M reactions from USPTO patents (1976-2016). Task: Predict the product of the given reaction. (1) Given the reactants [C:1]1([S:7](Cl)(=[O:9])=[O:8])[CH:6]=CC=C[CH:2]=1.[N:11]1[CH:12]=[CH:13][N:14]2[CH:19]=[C:18]([CH2:20][NH:21][C:22](=[O:35])[C:23]3[CH:28]=[CH:27][C:26]([CH:29]4[CH2:34][CH2:33][NH:32][CH2:31][CH2:30]4)=[CH:25][CH:24]=3)[N:17]=[CH:16][C:15]=12.N1C=CN2C=CC(CNC(=O)C3C=CC(C4CCNCC4)=CC=3)=CC=12, predict the reaction product. The product is: [N:11]1[CH:12]=[CH:13][N:14]2[CH:19]=[C:18]([CH2:20][NH:21][C:22](=[O:35])[C:23]3[CH:24]=[CH:25][C:26]([CH:29]4[CH2:30][CH2:31][N:32]([S:7]([CH:1]([CH3:6])[CH3:2])(=[O:9])=[O:8])[CH2:33][CH2:34]4)=[CH:27][CH:28]=3)[N:17]=[CH:16][C:15]=12. (2) Given the reactants [N+:1]([C:4]1[CH:5]=[N:6][CH:7]=[CH:8][C:9]=1[C:10]1[CH2:11][CH2:12][CH:13]2[O:17][C:16](=[O:18])[N:15]([C:19]([O:21][C:22]([CH3:25])([CH3:24])[CH3:23])=[O:20])[CH:14]2[CH:26]=1)([O-])=O, predict the reaction product. The product is: [NH2:1][C:4]1[CH:5]=[N:6][CH:7]=[CH:8][C:9]=1[CH:10]1[CH2:26][CH:14]2[N:15]([C:19]([O:21][C:22]([CH3:24])([CH3:23])[CH3:25])=[O:20])[C:16](=[O:18])[O:17][CH:13]2[CH2:12][CH2:11]1. (3) The product is: [CH2:22]([O:24][C:25]([C:27]1[CH:28]=[CH:29][C:30]([C:37]2[CH:38]=[C:39]([O:45][CH3:46])[CH:40]=[C:41]([O:43][CH3:44])[C:42]=2[F:21])=[C:31]2[C:36]=1[N:35]=[CH:34][CH:33]=[CH:32]2)=[O:26])[CH3:23]. Given the reactants [B-](F)(F)(F)F.[B-](F)(F)(F)F.C1[N+]2(CCl)CC[N+]([F:21])(CC2)C1.[CH2:22]([O:24][C:25]([C:27]1[CH:28]=[CH:29][C:30]([C:37]2[CH:42]=[C:41]([O:43][CH3:44])[CH:40]=[C:39]([O:45][CH3:46])[CH:38]=2)=[C:31]2[C:36]=1[N:35]=[CH:34][CH:33]=[CH:32]2)=[O:26])[CH3:23], predict the reaction product. (4) Given the reactants CC1(C)C(C)(C)OB([C:9]2[CH:10]=[C:11]3[C:16](=[CH:17][CH:18]=2)[CH:15]=[C:14]([C:19]#[N:20])[CH:13]=[CH:12]3)O1.Br[C:23]1[CH:24]=[C:25]([CH:29]([CH:36]2[CH2:38][CH2:37]2)[NH:30][S:31]([CH2:34][CH3:35])(=[O:33])=[O:32])[CH:26]=[N:27][CH:28]=1.C(=O)([O-])[O-].[Na+].[Na+].O.C(Cl)Cl, predict the reaction product. The product is: [C:19]([C:14]1[CH:15]=[C:16]2[C:11](=[CH:12][CH:13]=1)[CH:10]=[C:9]([C:23]1[CH:24]=[C:25]([CH:29]([CH:36]3[CH2:38][CH2:37]3)[NH:30][S:31]([CH2:34][CH3:35])(=[O:32])=[O:33])[CH:26]=[N:27][CH:28]=1)[CH:18]=[CH:17]2)#[N:20]. (5) Given the reactants C(OC([N:8]1[C:12]2=[N:13][CH:14]=[CH:15][CH:16]=[C:11]2[C:10](Br)=[CH:9]1)=O)(C)(C)C.O1CCCC1.[CH3:23][O:24][C:25]1[CH:26]=[C:27](B(O)O)[CH:28]=[CH:29][C:30]=1[O:31][CH3:32].C([O-])([O-])=O.[K+].[K+], predict the reaction product. The product is: [CH3:23][O:24][C:25]1[CH:26]=[C:27]([C:10]2[C:11]3[C:12](=[N:13][CH:14]=[CH:15][CH:16]=3)[NH:8][CH:9]=2)[CH:28]=[CH:29][C:30]=1[O:31][CH3:32]. (6) Given the reactants [NH2:1][C:2]1[C:3]([N:20]2[CH2:25][CH2:24][O:23][CH2:22][CH2:21]2)=[N:4][C:5]([S:10][CH2:11][C:12]2[CH:17]=[CH:16][C:15]([O:18][CH3:19])=[CH:14][CH:13]=2)=[N:6][C:7]=1[NH:8][CH3:9].[CH:26](=O)[CH2:27]C.[CH3:30]O, predict the reaction product. The product is: [CH2:26]([C:9]1[N:8]([CH3:30])[C:7]2[C:2]([N:1]=1)=[C:3]([N:20]1[CH2:21][CH2:22][O:23][CH2:24][CH2:25]1)[N:4]=[C:5]([S:10][CH2:11][C:12]1[CH:13]=[CH:14][C:15]([O:18][CH3:19])=[CH:16][CH:17]=1)[N:6]=2)[CH3:27]. (7) Given the reactants Br[C:2]1[CH:7]=[CH:6][C:5]([C:8]2[O:12][N:11]=[C:10]([CH3:13])[C:9]=2[CH2:14][N:15]2[CH2:20][CH2:19][CH:18]([C:21]3[CH:26]=[CH:25][CH:24]=[CH:23][CH:22]=3)[CH2:17][CH2:16]2)=[CH:4][CH:3]=1.[CH2:27]([O:29][C:30]([C:32]1([C:35]2[CH:40]=[CH:39][C:38](B3OC(C)(C)C(C)(C)O3)=[CH:37][CH:36]=2)[CH2:34][CH2:33]1)=[O:31])[CH3:28], predict the reaction product. The product is: [CH2:27]([O:29][C:30]([C:32]1([C:35]2[CH:36]=[CH:37][C:38]([C:2]3[CH:3]=[CH:4][C:5]([C:8]4[O:12][N:11]=[C:10]([CH3:13])[C:9]=4[CH2:14][N:15]4[CH2:16][CH2:17][CH:18]([C:21]5[CH:26]=[CH:25][CH:24]=[CH:23][CH:22]=5)[CH2:19][CH2:20]4)=[CH:6][CH:7]=3)=[CH:39][CH:40]=2)[CH2:33][CH2:34]1)=[O:31])[CH3:28]. (8) Given the reactants [CH2:1]([C:8]1[CH:9]=[C:10]([C:14](=[O:16])[CH3:15])[CH:11]=[CH:12][CH:13]=1)[C:2]1[CH:7]=[CH:6][CH:5]=[CH:4][CH:3]=1.CC[O-].[Na+].C([O:23][C:24]([C:26]1[N:30]([C:31]([C:44]2[CH:49]=[CH:48][CH:47]=[CH:46][CH:45]=2)([C:38]2[CH:43]=[CH:42][CH:41]=[CH:40][CH:39]=2)[C:32]2[CH:37]=[CH:36][CH:35]=[CH:34][CH:33]=2)[CH:29]=[N:28][N:27]=1)=O)C, predict the reaction product. The product is: [CH2:1]([C:8]1[CH:9]=[C:10]([C:14](=[O:16])[CH2:15][C:24]([C:26]2[N:30]([C:31]([C:32]3[CH:37]=[CH:36][CH:35]=[CH:34][CH:33]=3)([C:38]3[CH:39]=[CH:40][CH:41]=[CH:42][CH:43]=3)[C:44]3[CH:49]=[CH:48][CH:47]=[CH:46][CH:45]=3)[CH:29]=[N:28][N:27]=2)=[O:23])[CH:11]=[CH:12][CH:13]=1)[C:2]1[CH:3]=[CH:4][CH:5]=[CH:6][CH:7]=1. (9) Given the reactants [Cl:1][C:2]1[CH:7]=[C:6]([F:8])[CH:5]=[C:4]([Cl:9])[C:3]=1[O:10][CH2:11][C:12]1[C:16]([CH2:17][O:18][C:19]2[CH:20]=[C:21]3[C:25](=[CH:26][CH:27]=2)[N:24]([CH2:28][C:29]2[CH:30]=[C:31]([CH:36]=[CH:37][CH:38]=2)[C:32]([O:34]C)=[O:33])[CH:23]=[CH:22]3)=[C:15]([CH:39]([CH3:41])[CH3:40])[O:14][N:13]=1.O1CCCC1.[OH-].[Na+], predict the reaction product. The product is: [Cl:9][C:4]1[CH:5]=[C:6]([F:8])[CH:7]=[C:2]([Cl:1])[C:3]=1[O:10][CH2:11][C:12]1[C:16]([CH2:17][O:18][C:19]2[CH:20]=[C:21]3[C:25](=[CH:26][CH:27]=2)[N:24]([CH2:28][C:29]2[CH:30]=[C:31]([CH:36]=[CH:37][CH:38]=2)[C:32]([OH:34])=[O:33])[CH:23]=[CH:22]3)=[C:15]([CH:39]([CH3:41])[CH3:40])[O:14][N:13]=1. (10) Given the reactants [NH2:1][C:2]1[C:10]([C:11]2[CH:15]=[CH:14][S:13][CH:12]=2)=[CH:9][CH:8]=[CH:7][C:3]=1[C:4](O)=[O:5].[CH:16]([NH2:18])=O, predict the reaction product. The product is: [S:13]1[CH:14]=[CH:15][C:11]([C:10]2[CH:9]=[CH:8][CH:7]=[C:3]3[C:2]=2[N:1]=[CH:16][N:18]=[C:4]3[OH:5])=[CH:12]1.